Dataset: NCI-60 drug combinations with 297,098 pairs across 59 cell lines. Task: Regression. Given two drug SMILES strings and cell line genomic features, predict the synergy score measuring deviation from expected non-interaction effect. (1) Drug 1: C1CCC(CC1)NC(=O)N(CCCl)N=O. Drug 2: CCN(CC)CCNC(=O)C1=C(NC(=C1C)C=C2C3=C(C=CC(=C3)F)NC2=O)C. Cell line: MOLT-4. Synergy scores: CSS=21.7, Synergy_ZIP=-1.02, Synergy_Bliss=-0.997, Synergy_Loewe=-2.20, Synergy_HSA=-0.195. (2) Drug 1: CC=C1C(=O)NC(C(=O)OC2CC(=O)NC(C(=O)NC(CSSCCC=C2)C(=O)N1)C(C)C)C(C)C. Drug 2: CC1CCC2CC(C(=CC=CC=CC(CC(C(=O)C(C(C(=CC(C(=O)CC(OC(=O)C3CCCCN3C(=O)C(=O)C1(O2)O)C(C)CC4CCC(C(C4)OC)OCCO)C)C)O)OC)C)C)C)OC. Cell line: HT29. Synergy scores: CSS=38.1, Synergy_ZIP=2.93, Synergy_Bliss=3.74, Synergy_Loewe=-39.8, Synergy_HSA=3.40. (3) Drug 1: CC1=C2C(C(=O)C3(C(CC4C(C3C(C(C2(C)C)(CC1OC(=O)C(C(C5=CC=CC=C5)NC(=O)C6=CC=CC=C6)O)O)OC(=O)C7=CC=CC=C7)(CO4)OC(=O)C)O)C)OC(=O)C. Drug 2: CS(=O)(=O)OCCCCOS(=O)(=O)C. Cell line: MDA-MB-231. Synergy scores: CSS=24.9, Synergy_ZIP=-1.91, Synergy_Bliss=-0.415, Synergy_Loewe=-54.1, Synergy_HSA=0.619. (4) Drug 1: C1=C(C(=O)NC(=O)N1)N(CCCl)CCCl. Drug 2: C1CC(=O)NC(=O)C1N2C(=O)C3=CC=CC=C3C2=O. Cell line: OVCAR-8. Synergy scores: CSS=17.5, Synergy_ZIP=-5.89, Synergy_Bliss=-3.07, Synergy_Loewe=-13.2, Synergy_HSA=-3.85. (5) Drug 1: CN(C)C1=NC(=NC(=N1)N(C)C)N(C)C. Drug 2: C1CCC(C(C1)N)N.C(=O)(C(=O)[O-])[O-].[Pt+4]. Cell line: COLO 205. Synergy scores: CSS=17.6, Synergy_ZIP=-0.599, Synergy_Bliss=4.83, Synergy_Loewe=-67.4, Synergy_HSA=-1.07. (6) Drug 1: C1C(C(OC1N2C=C(C(=O)NC2=O)F)CO)O. Drug 2: C1C(C(OC1N2C=NC3=C(N=C(N=C32)Cl)N)CO)O. Cell line: A549. Synergy scores: CSS=52.7, Synergy_ZIP=-4.01, Synergy_Bliss=-4.41, Synergy_Loewe=-19.9, Synergy_HSA=-2.73. (7) Drug 2: CN(C)N=NC1=C(NC=N1)C(=O)N. Drug 1: CC1C(C(CC(O1)OC2CC(CC3=C2C(=C4C(=C3O)C(=O)C5=C(C4=O)C(=CC=C5)OC)O)(C(=O)C)O)N)O.Cl. Cell line: RPMI-8226. Synergy scores: CSS=23.7, Synergy_ZIP=-3.41, Synergy_Bliss=-1.27, Synergy_Loewe=-28.2, Synergy_HSA=-1.84.